From a dataset of Catalyst prediction with 721,799 reactions and 888 catalyst types from USPTO. Predict which catalyst facilitates the given reaction. Product: [NH2:8][CH2:9][C:10]1[CH:11]=[C:12]([C:17]2[N:18]=[C:19]([C:22]([NH:24][C:25]3[CH:30]=[CH:29][CH:28]=[CH:27][C:26]=3[CH2:31][C:32]([OH:34])=[O:33])=[O:23])[S:20][CH:21]=2)[CH:13]=[C:14]([F:16])[CH:15]=1. Reactant: C(OC([NH:8][CH2:9][C:10]1[CH:11]=[C:12]([C:17]2[N:18]=[C:19]([C:22]([NH:24][C:25]3[CH:30]=[CH:29][CH:28]=[CH:27][C:26]=3[CH2:31][C:32]([OH:34])=[O:33])=[O:23])[S:20][CH:21]=2)[CH:13]=[C:14]([F:16])[CH:15]=1)=O)(C)(C)C.Cl. The catalyst class is: 27.